Dataset: Full USPTO retrosynthesis dataset with 1.9M reactions from patents (1976-2016). Task: Predict the reactants needed to synthesize the given product. (1) Given the product [CH2:13]([O:15][C:16]([C@H:18]1[CH2:23][CH2:22][C@@H:21]([NH:24][C:2]2[N:7]=[C:6]([N:8]([CH3:10])[CH3:9])[C:5]([CH3:11])=[CH:4][N:3]=2)[CH2:20][CH2:19]1)=[O:17])[CH3:14], predict the reactants needed to synthesize it. The reactants are: Cl[C:2]1[N:7]=[C:6]([N:8]([CH3:10])[CH3:9])[C:5]([CH3:11])=[CH:4][N:3]=1.Cl.[CH2:13]([O:15][C:16]([C@H:18]1[CH2:23][CH2:22][C@@H:21]([NH2:24])[CH2:20][CH2:19]1)=[O:17])[CH3:14].CCN(C(C)C)C(C)C. (2) Given the product [CH:1]1([NH:4][C:5](=[O:6])[C:7]2[CH:8]=[CH:9][C:10]([CH3:27])=[C:11]([C:13]3[CH:14]=[C:15]4[C:19](=[CH:20][CH:21]=3)[N:18]([CH2:22][C:23]([NH:31][CH2:30][C:29]([CH3:33])([CH3:32])[CH3:28])=[O:24])[N:17]=[CH:16]4)[CH:12]=2)[CH2:3][CH2:2]1, predict the reactants needed to synthesize it. The reactants are: [CH:1]1([NH:4][C:5]([C:7]2[CH:8]=[CH:9][C:10]([CH3:27])=[C:11]([C:13]3[CH:14]=[C:15]4[C:19](=[CH:20][CH:21]=3)[N:18]([CH2:22][C:23](OC)=[O:24])[N:17]=[CH:16]4)[CH:12]=2)=[O:6])[CH2:3][CH2:2]1.[CH3:28][C:29]([CH3:33])([CH3:32])[CH2:30][NH2:31]. (3) Given the product [CH2:1]([O:8][C:9]1[C:10](=[O:28])[N:11]([CH:21]([F:26])[F:25])[CH:12]=[C:13]([Br:15])[CH:14]=1)[C:2]1[CH:7]=[CH:6][CH:5]=[CH:4][CH:3]=1, predict the reactants needed to synthesize it. The reactants are: [CH2:1]([O:8][C:9]1[C:10](Cl)=[N:11][CH:12]=[C:13]([Br:15])[CH:14]=1)[C:2]1[CH:7]=[CH:6][CH:5]=[CH:4][CH:3]=1.FS([C:21]([F:26])([F:25])C(O)=O)(=O)=O.C([O-])(O)=[O:28].[Na+]. (4) Given the product [CH2:1]([C:3]1[CH:4]=[CH:5][CH:6]=[C:7]2[C:12]=1[N:11]=[C:10]([C:13]1[CH:18]=[CH:17][C:16]([O:19][CH2:33][C:34]([NH2:36])=[O:35])=[CH:15][CH:14]=1)[CH:9]=[C:8]2[C:20]1[CH:25]=[CH:24][CH:23]=[CH:22][CH:21]=1)[CH3:2], predict the reactants needed to synthesize it. The reactants are: [CH2:1]([C:3]1[CH:4]=[CH:5][CH:6]=[C:7]2[C:12]=1[N:11]=[C:10]([C:13]1[CH:18]=[CH:17][C:16]([OH:19])=[CH:15][CH:14]=1)[CH:9]=[C:8]2[C:20]1[CH:25]=[CH:24][CH:23]=[CH:22][CH:21]=1)[CH3:2].C([O-])([O-])=O.[K+].[K+].Cl[CH2:33][C:34]([NH2:36])=[O:35]. (5) Given the product [F:1][C:2]([F:26])([F:25])[CH2:3][NH:4][C:5]([C:7]1([CH2:20][CH2:21][CH2:22][CH2:23][N:30]2[CH2:31][CH2:32][N:27]([C:33]3[O:34][C:35]4[CH:41]=[CH:40][CH:39]=[CH:38][C:36]=4[N:37]=3)[CH2:28][CH2:29]2)[C:19]2[CH:18]=[CH:17][CH:16]=[CH:15][C:14]=2[C:13]2[C:8]1=[CH:9][CH:10]=[CH:11][CH:12]=2)=[O:6], predict the reactants needed to synthesize it. The reactants are: [F:1][C:2]([F:26])([F:25])[CH2:3][NH:4][C:5]([C:7]1([CH2:20][CH2:21][CH2:22][CH2:23]Br)[C:19]2[CH:18]=[CH:17][CH:16]=[CH:15][C:14]=2[C:13]2[C:8]1=[CH:9][CH:10]=[CH:11][CH:12]=2)=[O:6].[N:27]1([C:33]2[O:34][C:35]3[CH:41]=[CH:40][CH:39]=[CH:38][C:36]=3[N:37]=2)[CH2:32][CH2:31][NH:30][CH2:29][CH2:28]1.C(N(CC)CC)C. (6) Given the product [OH:7][C:6]1[N:2]([CH3:1])[N:3]=[C:4]([C:8]2[CH:13]=[CH:12][C:11]([S:14][CH:15]([CH3:17])[CH3:16])=[CH:10][CH:9]=2)[C:5]=1[CH:19]=[O:21], predict the reactants needed to synthesize it. The reactants are: [CH3:1][N:2]1[C:6](=[O:7])[CH2:5][C:4]([C:8]2[CH:13]=[CH:12][C:11]([S:14][CH:15]([CH3:17])[CH3:16])=[CH:10][CH:9]=2)=[N:3]1.O.[CH2:19]([O:21]CC)C. (7) Given the product [CH2:12]([S:7][CH2:6][CH:2]([CH3:1])[C:3]([OH:5])=[O:4])[CH:11]=[CH2:10], predict the reactants needed to synthesize it. The reactants are: [CH3:1][CH:2]([CH2:6][SH:7])[C:3]([OH:5])=[O:4].[OH-].[Na+].[CH2:10](Br)[CH:11]=[CH2:12].